Dataset: Forward reaction prediction with 1.9M reactions from USPTO patents (1976-2016). Task: Predict the product of the given reaction. (1) The product is: [Cl:41][C:42]1[CH:47]=[CH:46][CH:45]=[CH:44][C:43]=1[O:10][C:11]1[CH:12]=[N:13][N:14]([CH:18]([CH2:35][CH:36]2[CH2:37][CH2:38][CH2:39][CH2:40]2)[C:19]([NH:21][C:22]2[CH:26]=[CH:25][N:24]([CH2:27][C@@H:28]3[CH2:32][O:31][C:30]([CH3:34])([CH3:33])[O:29]3)[N:23]=2)=[O:20])[C:15](=[O:17])[CH:16]=1. Given the reactants N1([O:10][C:11]2[CH:12]=[N:13][N:14]([CH:18]([CH2:35][CH:36]3[CH2:40][CH2:39][CH2:38][CH2:37]3)[C:19]([NH:21][C:22]3[CH:26]=[CH:25][N:24]([CH2:27][C@@H:28]4[CH2:32][O:31][C:30]([CH3:34])([CH3:33])[O:29]4)[N:23]=3)=[O:20])[C:15](=[O:17])[CH:16]=2)C2C=CC=CC=2N=N1.[Cl:41][C:42]1[CH:47]=[CH:46][CH:45]=[CH:44][C:43]=1O, predict the reaction product. (2) Given the reactants C[O:2][C:3]([C:5]1[S:6][C:7]([C:10]2[CH:15]=[CH:14][N:13]=[CH:12][CH:11]=2)=[CH:8][CH:9]=1)=[O:4].CO.[Li+].[OH-], predict the reaction product. The product is: [N:13]1[CH:12]=[CH:11][C:10]([C:7]2[S:6][C:5]([C:3]([OH:4])=[O:2])=[CH:9][CH:8]=2)=[CH:15][CH:14]=1. (3) The product is: [CH2:1]([NH:3][CH2:11][C:12]1[C:17]([CH3:18])=[C:16]([C:19]2[CH:20]=[C:21]3[C:25](=[CH:26][CH:27]=2)[NH:24][N:23]=[C:22]3[C:34]2[NH:35][C:36]([C:39]([NH:41][CH2:42][C:43]3[CH:44]=[N:45][CH:46]=[CH:47][CH:48]=3)=[O:40])=[CH:37][N:38]=2)[CH:15]=[N:14][CH:13]=1)[CH3:2]. Given the reactants [CH2:1]([N:3]([CH2:11][C:12]1[CH:13]=[N:14][CH:15]=[C:16]([C:19]2[CH:20]=[C:21]3[C:25](=[CH:26][CH:27]=2)[N:24](C2CCCCO2)[N:23]=[C:22]3[C:34]2[NH:35][C:36]([C:39]([NH:41][CH2:42][C:43]3[CH:44]=[N:45][CH:46]=[CH:47][CH:48]=3)=[O:40])=[CH:37][N:38]=2)[C:17]=1[CH3:18])C(=O)OC(C)(C)C)[CH3:2].CC(O)=O, predict the reaction product.